Predict which catalyst facilitates the given reaction. From a dataset of Catalyst prediction with 721,799 reactions and 888 catalyst types from USPTO. (1) Reactant: Cl[CH2:2][CH2:3][CH2:4][CH2:5][N:6]1[C:12]2[CH:13]=[CH:14][CH:15]=[CH:16][C:11]=2[CH2:10][CH2:9][CH2:8][C:7]1=[O:17].BrCCCCN1C2C=CC=CC=2CCCC1=O.[C:35]([C:39]1[N:44]=[C:43]([N:45]2[CH2:50][CH2:49][NH:48][CH2:47][CH2:46]2)[CH:42]=[C:41]([C:51]([F:54])([F:53])[F:52])[N:40]=1)([CH3:38])([CH3:37])[CH3:36].[Na+].[Br-].C(N(C(C)C)CC)(C)C. Product: [C:35]([C:39]1[N:44]=[C:43]([N:45]2[CH2:46][CH2:47][N:48]([CH2:2][CH2:3][CH2:4][CH2:5][N:6]3[C:12]4[CH:13]=[CH:14][CH:15]=[CH:16][C:11]=4[CH2:10][CH2:9][CH2:8][C:7]3=[O:17])[CH2:49][CH2:50]2)[CH:42]=[C:41]([C:51]([F:52])([F:53])[F:54])[N:40]=1)([CH3:38])([CH3:36])[CH3:37]. The catalyst class is: 60. (2) Reactant: [CH3:1][N:2]1[CH2:7][CH2:6][N:5]([C:8]2[CH:13]=[CH:12][C:11]([C:14]3[C:18]4[CH2:19][C:20]5[S:21][C:22]([C:25]6[CH:26]=[CH:27][C:28]([NH2:31])=[N:29][CH:30]=6)=[CH:23][C:24]=5[C:17]=4[N:16](COCC[Si](C)(C)C)[N:15]=3)=[CH:10][CH:9]=2)[CH2:4][CH2:3]1.[ClH:40]. Product: [ClH:40].[CH3:1][N:2]1[CH2:7][CH2:6][N:5]([C:8]2[CH:9]=[CH:10][C:11]([C:14]3[C:18]4[CH2:19][C:20]5[S:21][C:22]([C:25]6[CH:26]=[CH:27][C:28]([NH2:31])=[N:29][CH:30]=6)=[CH:23][C:24]=5[C:17]=4[NH:16][N:15]=3)=[CH:12][CH:13]=2)[CH2:4][CH2:3]1. The catalyst class is: 5. (3) Reactant: CC(C)(OC(=O)[N:6]([CH2:61][CH2:62][NH:63]C(=O)OC(C)(C)C)[CH2:7][CH:8]([CH2:28][C:29](=[O:60])[NH:30][CH2:31][CH2:32][CH2:33][CH2:34][CH2:35][C:36](=[O:59])[NH:37][CH2:38][C:39](=[O:58])[N:40]1[CH2:44][CH2:43][CH2:42][C@H:41]1[B:45]1[O:49][CH:48]2[CH2:50][C@@H:51]3[CH2:54][C@H:53]([C@:47]2([CH3:57])[O:46]1)[C:52]3([CH3:56])[CH3:55])[CH2:9][N:10]([CH2:18][CH2:19][NH:20]C(=O)OC(C)(C)C)C(=O)OC(C)(C)C)C.[ClH:73]. Product: [ClH:73].[ClH:73].[ClH:73].[ClH:73].[NH2:63][CH2:62][CH2:61][NH:6][CH2:7][CH:8]([CH2:9][NH:10][CH2:18][CH2:19][NH2:20])[CH2:28][C:29]([NH:30][CH2:31][CH2:32][CH2:33][CH2:34][CH2:35][C:36]([NH:37][CH2:38][C:39](=[O:58])[N:40]1[CH2:44][CH2:43][CH2:42][C@H:41]1[B:45]1[O:49][CH:48]2[CH2:50][C@@H:51]3[CH2:54][C@H:53]([C@:47]2([CH3:57])[O:46]1)[C:52]3([CH3:56])[CH3:55])=[O:59])=[O:60]. The catalyst class is: 27. (4) Reactant: FC(F)(F)C(O)=O.[CH3:8][NH:9][C@@H:10]([CH:19]([CH3:21])[CH3:20])/[CH:11]=[C:12](\[CH3:18])/[C:13]([O:15][CH2:16][CH3:17])=[O:14].[C:22]([O:26][C:27]([NH:29][C@H:30]([C:38]([OH:40])=O)[CH2:31][C:32]1[CH:37]=[CH:36][CH:35]=[CH:34][CH:33]=1)=[O:28])([CH3:25])([CH3:24])[CH3:23].F[P-](F)(F)(F)(F)F.N1(O[P+](N(C)C)(N(C)C)N(C)C)C2C=CC=CC=2N=N1.C(N(CC)CC)C. Product: [C:22]([O:26][C:27]([NH:29][C@@H:30]([CH2:31][C:32]1[CH:33]=[CH:34][CH:35]=[CH:36][CH:37]=1)[C:38]([N:9]([CH3:8])[C@@H:10]([CH:19]([CH3:21])[CH3:20])/[CH:11]=[C:12](\[CH3:18])/[C:13]([O:15][CH2:16][CH3:17])=[O:14])=[O:40])=[O:28])([CH3:23])([CH3:24])[CH3:25]. The catalyst class is: 2.